Dataset: Reaction yield outcomes from USPTO patents with 853,638 reactions. Task: Predict the reaction yield, written as a fraction of the theoretical maximum amount of product (1.0 means a 100% yield; for example, 0.34 means a 34% yield). (1) The reactants are [CH:1]1([C:7]2[C:15]3[C:10](=[CH:11][C:12]([C:16]([OH:18])=[O:17])=[CH:13][CH:14]=3)[N:9]([CH2:19][C:20]([N:22]3[CH2:27][CH2:26][O:25][CH2:24][CH2:23]3)=[O:21])[C:8]=2[C:28]2[CH:33]=[CH:32][C:31](C3C=CC(N(C)C)=CC=3)=[CH:30][CH:29]=2)[CH2:6][CH2:5][CH2:4][CH2:3][CH2:2]1.COC(C1C=C2C(C(C3CCCCC3)=C(C3C=CC(OS(C(F)(F)F)(=O)=O)=CC=3)N2CC(N2CCOCC2)=O)=CC=1)=O.[N+:85]([C:88]1[CH:89]=[C:90](B(O)O)[CH:91]=[CH:92][CH:93]=1)([O-:87])=[O:86]. No catalyst specified. The product is [CH:1]1([C:7]2[C:15]3[C:10](=[CH:11][C:12]([C:16]([OH:18])=[O:17])=[CH:13][CH:14]=3)[N:9]([CH2:19][C:20]([N:22]3[CH2:23][CH2:24][O:25][CH2:26][CH2:27]3)=[O:21])[C:8]=2[C:28]2[CH:33]=[CH:32][C:31]([C:90]3[CH:91]=[CH:92][CH:93]=[C:88]([N+:85]([O-:87])=[O:86])[CH:89]=3)=[CH:30][CH:29]=2)[CH2:6][CH2:5][CH2:4][CH2:3][CH2:2]1. The yield is 0.500. (2) The reactants are [C:1]1([S:7]([O-:9])=[O:8])[CH:6]=[CH:5][CH:4]=[CH:3][CH:2]=1.[Na+].F[C:12]1[CH:19]=[CH:18][C:15]([CH:16]=[O:17])=[CH:14][CH:13]=1.O. The catalyst is CS(C)=O. The product is [C:1]1([S:7]([C:12]2[CH:19]=[CH:18][C:15]([CH:16]=[O:17])=[CH:14][CH:13]=2)(=[O:9])=[O:8])[CH:6]=[CH:5][CH:4]=[CH:3][CH:2]=1. The yield is 0.800. (3) The catalyst is C(Cl)Cl.CN(C)C1C=CN=CC=1.[Cl-].[Na+].O. The product is [CH3:1][C:2]1([CH3:18])[CH2:6][CH2:5][CH2:4][CH:3]1[C:7]1[CH:8]=[C:9]([CH:14]=[CH:15][C:16]=1[O:17][S:26]([C:29]([F:32])([F:31])[F:30])(=[O:28])=[O:27])[C:10]([O:12][CH3:13])=[O:11]. The yield is 0.850. The reactants are [CH3:1][C:2]1([CH3:18])[CH2:6][CH2:5][CH2:4][CH:3]1[C:7]1[CH:8]=[C:9]([CH:14]=[CH:15][C:16]=1[OH:17])[C:10]([O:12][CH3:13])=[O:11].C1C=CC(N([S:26]([C:29]([F:32])([F:31])[F:30])(=[O:28])=[O:27])[S:26]([C:29]([F:32])([F:31])[F:30])(=[O:28])=[O:27])=CC=1. (4) The yield is 0.0800. The reactants are [Cl-].O[NH3+:3].[C:4](=[O:7])([O-])[OH:5].[Na+].CS(C)=O.[CH2:13]([C:17]1[N:18]=[C:19]([CH3:46])[N:20]([CH2:39][C:40]2[CH:45]=[CH:44][CH:43]=[CH:42][N:41]=2)[C:21](=[O:38])[C:22]=1[CH2:23][C:24]1[CH:29]=[CH:28][C:27]([C:30]2[C:31]([C:36]#[N:37])=[CH:32][CH:33]=[CH:34][CH:35]=2)=[CH:26][CH:25]=1)[CH2:14][CH2:15][CH3:16]. The catalyst is C(OCC)(=O)C. The product is [CH2:13]([C:17]1[N:18]=[C:19]([CH3:46])[N:20]([CH2:39][C:40]2[CH:45]=[CH:44][CH:43]=[CH:42][N:41]=2)[C:21](=[O:38])[C:22]=1[CH2:23][C:24]1[CH:25]=[CH:26][C:27]([C:30]2[CH:35]=[CH:34][CH:33]=[CH:32][C:31]=2[C:36]2[NH:3][C:4](=[O:7])[O:5][N:37]=2)=[CH:28][CH:29]=1)[CH2:14][CH2:15][CH3:16].